This data is from Forward reaction prediction with 1.9M reactions from USPTO patents (1976-2016). The task is: Predict the product of the given reaction. (1) Given the reactants NC1C=CC2N(CC(F)(F)F)[C@H](CC(C)C)COC=2C=1.CCOC(C)=O.[CH2:27]([C@@H:31]1[CH2:49][O:48][C:34]2=[C:35]3[C:40](=[CH:41][CH:42]=[C:33]2[N:32]1[CH2:50][C:51]([F:54])([F:53])[F:52])[NH:39][C:38](=[O:43])[CH:37]=[C:36]3[C:44]([F:47])([F:46])[F:45])[CH:28]([CH3:30])[CH3:29].C(OC(=O)CC(C(F)(F)F)=O)C, predict the reaction product. The product is: [CH2:27]([C@@H:31]1[CH2:49][O:48][C:42]2[C:33](=[CH:34][C:35]3[C:36]([C:44]([F:46])([F:47])[F:45])=[CH:37][C:38](=[O:43])[NH:39][C:40]=3[CH:41]=2)[N:32]1[CH2:50][C:51]([F:54])([F:52])[F:53])[CH:28]([CH3:29])[CH3:30]. (2) Given the reactants [CH2:1]([CH:3]([NH:6][C:7]1[CH:12]=[C:11]([CH3:13])[N:10]=[C:9]([O:14][C:15]2[C:20]([CH3:21])=[CH:19][C:18]([CH3:22])=[CH:17][C:16]=2[CH3:23])[C:8]=1[CH:24]=[O:25])[CH2:4][CH3:5])[CH3:2].[Li].[CH3:27][Li], predict the reaction product. The product is: [CH2:1]([CH:3]([NH:6][C:7]1[CH:12]=[C:11]([CH3:13])[N:10]=[C:9]([O:14][C:15]2[C:16]([CH3:23])=[CH:17][C:18]([CH3:22])=[CH:19][C:20]=2[CH3:21])[C:8]=1[CH:24]([OH:25])[CH3:27])[CH2:4][CH3:5])[CH3:2]. (3) Given the reactants [O:1]=[C:2]1[CH:11]([NH:12][C:13](=[O:15])[CH3:14])[CH2:10][C:9]2[C:4](=[CH:5][CH:6]=[CH:7][CH:8]=2)[NH:3]1.C(N)(=O)C.C([O-])(=O)C.[Na+].[Br:25]Br, predict the reaction product. The product is: [Br:25][C:7]1[CH:8]=[C:9]2[C:4](=[CH:5][CH:6]=1)[NH:3][C:2](=[O:1])[CH:11]([NH:12][C:13](=[O:15])[CH3:14])[CH2:10]2. (4) Given the reactants [F:1][C:2]1[C:7]([F:8])=[CH:6][CH:5]=[CH:4][C:3]=1[CH:9]1[CH2:15][CH2:14]C=C[CH2:11][CH2:10]1.C[N+]1([O-])[CH2:22][CH2:21][O:20]CC1.S(=O)(O)[O-:25].[Na+], predict the reaction product. The product is: [F:1][C:2]1[C:7]([F:8])=[CH:6][CH:5]=[CH:4][C:3]=1[CH:9]1[CH2:15][CH2:14][CH:22]([OH:25])[CH:21]([OH:20])[CH2:11][CH2:10]1. (5) The product is: [CH2:3]([C:2]1[NH:12][C:7]2[C:6]([CH:1]=1)=[CH:11][CH:10]=[CH:9][CH:8]=2)[CH2:4][CH3:5]. Given the reactants [C:1]([C:6]1[CH:11]=[CH:10][CH:9]=[CH:8][C:7]=1[NH2:12])#[C:2][CH2:3][CH2:4][CH3:5].CC(C)([O-])C.[K+].O, predict the reaction product. (6) Given the reactants [CH3:1][N:2]1[C:6]2[CH:7]=[C:8]([C:11]3[CH:16]=[CH:15][CH:14]=[C:13]([O:17][CH2:18][CH:19]4[CH2:21][O:20]4)[CH:12]=3)[CH:9]=[CH:10][C:5]=2[N:4]=[CH:3]1.[CH2:22]1[C:30]2[C:25](=[CH:26][CH:27]=[CH:28][CH:29]=2)[CH2:24][NH:23]1, predict the reaction product. The product is: [CH2:22]1[C:30]2[C:25](=[CH:26][CH:27]=[CH:28][CH:29]=2)[CH2:24][N:23]1[CH2:21][CH:19]([OH:20])[CH2:18][O:17][C:13]1[CH:14]=[CH:15][CH:16]=[C:11]([C:8]2[CH:9]=[CH:10][C:5]3[N:4]=[CH:3][N:2]([CH3:1])[C:6]=3[CH:7]=2)[CH:12]=1. (7) Given the reactants [Cl:1][C:2]1[CH:3]=[C:4]([CH:7]=[C:8]([OH:10])[CH:9]=1)[CH:5]=[O:6].C(=O)([O-])[O-].[K+].[K+].[F:17][CH2:18][CH2:19]CS([O-])(=O)=O, predict the reaction product. The product is: [Cl:1][C:2]1[CH:3]=[C:4]([CH:7]=[C:8]([O:10][CH2:19][CH2:18][F:17])[CH:9]=1)[CH:5]=[O:6].